From a dataset of Forward reaction prediction with 1.9M reactions from USPTO patents (1976-2016). Predict the product of the given reaction. Given the reactants [C:1]1([CH2:7][CH2:8][N:9]2[CH2:12][C:11]3([CH2:21][C:20](=[O:22])[C:19]4[C:14](=[CH:15][CH:16]=[C:17](/[CH:23]=[CH:24]/[C:25]([NH:27][O:28]C5CCCCO5)=[O:26])[CH:18]=4)[O:13]3)[CH2:10]2)[CH:6]=[CH:5][CH:4]=[CH:3][CH:2]=1.Cl, predict the reaction product. The product is: [C:1]1([CH2:7][CH2:8][N:9]2[CH2:12][C:11]3([CH2:21][C:20](=[O:22])[C:19]4[C:14](=[CH:15][CH:16]=[C:17](/[CH:23]=[CH:24]/[C:25]([NH:27][OH:28])=[O:26])[CH:18]=4)[O:13]3)[CH2:10]2)[CH:6]=[CH:5][CH:4]=[CH:3][CH:2]=1.